This data is from Peptide-MHC class I binding affinity with 185,985 pairs from IEDB/IMGT. The task is: Regression. Given a peptide amino acid sequence and an MHC pseudo amino acid sequence, predict their binding affinity value. This is MHC class I binding data. (1) The peptide sequence is TQIPRQMVL. The MHC is HLA-A03:01 with pseudo-sequence HLA-A03:01. The binding affinity (normalized) is 0.0847. (2) The peptide sequence is QPQQLPQF. The MHC is HLA-B51:01 with pseudo-sequence HLA-B51:01. The binding affinity (normalized) is 0.